The task is: Predict the reaction yield, written as a fraction of the theoretical maximum amount of product (1.0 means a 100% yield; for example, 0.34 means a 34% yield).. This data is from Reaction yield outcomes from USPTO patents with 853,638 reactions. (1) The reactants are [C:1]([C:3]1[C:4]([C:17]2[CH:22]=[CH:21][C:20]([Cl:23])=[CH:19][C:18]=2[Cl:24])=[C:5]([C:14](O)=[O:15])[S:6][C:7]=1[N:8]1[CH2:13][CH2:12][O:11][CH2:10][CH2:9]1)#[N:2].C1C=CC2N(O)N=[N:31]C=2C=1.CCN=C=NCCCN(C)C.N. The catalyst is C(Cl)Cl. The product is [C:1]([C:3]1[C:4]([C:17]2[CH:22]=[CH:21][C:20]([Cl:23])=[CH:19][C:18]=2[Cl:24])=[C:5]([C:14]([NH2:31])=[O:15])[S:6][C:7]=1[N:8]1[CH2:13][CH2:12][O:11][CH2:10][CH2:9]1)#[N:2]. The yield is 0.490. (2) The reactants are [N:1]1[C:10]2[NH:9][CH2:8][CH2:7][CH2:6][C:5]=2[CH:4]=[CH:3][C:2]=1[CH2:11][CH2:12][O:13][C:14]1[CH:19]=[CH:18][C:17]([CH2:20][C@H:21]([C:28]2[S:29][CH:30]=[CH:31][N:32]=2)[CH2:22][C:23]([O:25]CC)=[O:24])=[CH:16][CH:15]=1.[Li+].[OH-]. The catalyst is C1COCC1.O. The product is [N:1]1[C:10]2[NH:9][CH2:8][CH2:7][CH2:6][C:5]=2[CH:4]=[CH:3][C:2]=1[CH2:11][CH2:12][O:13][C:14]1[CH:19]=[CH:18][C:17]([CH2:20][C@H:21]([C:28]2[S:29][CH:30]=[CH:31][N:32]=2)[CH2:22][C:23]([OH:25])=[O:24])=[CH:16][CH:15]=1. The yield is 0.360.